Predict the reactants needed to synthesize the given product. From a dataset of Full USPTO retrosynthesis dataset with 1.9M reactions from patents (1976-2016). (1) Given the product [Cl:1][C:2]1[CH:29]=[CH:28][C:5]([CH2:6][N:7]2[C:15]3[C:10](=[CH:11][C:12](/[CH:16]=[C:17]4/[C:18](=[O:27])[N:19]([CH2:23][C:24]([N:43]5[S:42](=[O:47])(=[O:46])[N:41]([C:39]([O:38][C:34]([CH3:37])([CH3:36])[CH3:35])=[O:40])[CH2:45][CH2:44]5)=[O:26])[C:20](=[O:22])[S:21]/4)=[CH:13][CH:14]=3)[CH:9]=[N:8]2)=[C:4]([C:30]([F:31])([F:33])[F:32])[CH:3]=1, predict the reactants needed to synthesize it. The reactants are: [Cl:1][C:2]1[CH:29]=[CH:28][C:5]([CH2:6][N:7]2[C:15]3[C:10](=[CH:11][C:12](/[CH:16]=[C:17]4/[C:18](=[O:27])[N:19]([CH2:23][C:24]([OH:26])=O)[C:20](=[O:22])[S:21]/4)=[CH:13][CH:14]=3)[CH:9]=[N:8]2)=[C:4]([C:30]([F:33])([F:32])[F:31])[CH:3]=1.[C:34]([O:38][C:39]([N:41]1[CH2:45][CH2:44][NH:43][S:42]1(=[O:47])=[O:46])=[O:40])([CH3:37])([CH3:36])[CH3:35]. (2) The reactants are: [N:1]([CH2:4][C:5]1[CH:9]=[C:8]([C:10]2[O:11][CH:12]=[CH:13][CH:14]=2)[O:7][N:6]=1)=[N+]=[N-]. Given the product [O:11]1[CH:12]=[CH:13][CH:14]=[C:10]1[C:8]1[O:7][N:6]=[C:5]([CH2:4][NH2:1])[CH:9]=1, predict the reactants needed to synthesize it. (3) Given the product [CH2:15]([NH:14][C:12]1[C:11]([C:19]([F:20])([F:21])[F:22])=[CH:10][C:9]2[NH:23][C:24](=[O:39])[CH2:25][C:26]([C:27]3[CH:32]=[CH:31][CH:30]=[C:29]([N:33]4[CH:37]=[CH:36][N:35]=[N:34]4)[CH:28]=3)=[N:7][C:8]=2[CH:13]=1)[CH:16]([CH3:17])[CH3:18], predict the reactants needed to synthesize it. The reactants are: C(OC(=O)[NH:7][C:8]1[CH:13]=[C:12]([NH:14][CH2:15][CH:16]([CH3:18])[CH3:17])[C:11]([C:19]([F:22])([F:21])[F:20])=[CH:10][C:9]=1[NH:23][C:24](=[O:39])[CH2:25][C:26](=O)[C:27]1[CH:32]=[CH:31][CH:30]=[C:29]([N:33]2[CH:37]=[CH:36][N:35]=[N:34]2)[CH:28]=1)(C)(C)C.C(O)(C(F)(F)F)=O.